Dataset: NCI-60 drug combinations with 297,098 pairs across 59 cell lines. Task: Regression. Given two drug SMILES strings and cell line genomic features, predict the synergy score measuring deviation from expected non-interaction effect. (1) Drug 1: CC(C1=C(C=CC(=C1Cl)F)Cl)OC2=C(N=CC(=C2)C3=CN(N=C3)C4CCNCC4)N. Drug 2: CC1=C(N=C(N=C1N)C(CC(=O)N)NCC(C(=O)N)N)C(=O)NC(C(C2=CN=CN2)OC3C(C(C(C(O3)CO)O)O)OC4C(C(C(C(O4)CO)O)OC(=O)N)O)C(=O)NC(C)C(C(C)C(=O)NC(C(C)O)C(=O)NCCC5=NC(=CS5)C6=NC(=CS6)C(=O)NCCC[S+](C)C)O. Cell line: SF-295. Synergy scores: CSS=16.0, Synergy_ZIP=-10.8, Synergy_Bliss=-12.4, Synergy_Loewe=-20.1, Synergy_HSA=-9.19. (2) Drug 1: C1CN(CCN1C(=O)CCBr)C(=O)CCBr. Drug 2: C(CN)CNCCSP(=O)(O)O. Synergy scores: CSS=19.0, Synergy_ZIP=3.86, Synergy_Bliss=7.24, Synergy_Loewe=-2.77, Synergy_HSA=5.82. Cell line: MDA-MB-231. (3) Drug 1: C1=C(C(=O)NC(=O)N1)F. Drug 2: CC1CCC2CC(C(=CC=CC=CC(CC(C(=O)C(C(C(=CC(C(=O)CC(OC(=O)C3CCCCN3C(=O)C(=O)C1(O2)O)C(C)CC4CCC(C(C4)OC)O)C)C)O)OC)C)C)C)OC. Cell line: K-562. Synergy scores: CSS=41.6, Synergy_ZIP=-9.38, Synergy_Bliss=-13.0, Synergy_Loewe=-7.13, Synergy_HSA=-5.73. (4) Drug 2: C1CNP(=O)(OC1)N(CCCl)CCCl. Cell line: IGROV1. Synergy scores: CSS=-0.792, Synergy_ZIP=-0.849, Synergy_Bliss=-3.55, Synergy_Loewe=-2.42, Synergy_HSA=-2.91. Drug 1: CN(C(=O)NC(C=O)C(C(C(CO)O)O)O)N=O. (5) Drug 1: CC1=C(C=C(C=C1)NC(=O)C2=CC=C(C=C2)CN3CCN(CC3)C)NC4=NC=CC(=N4)C5=CN=CC=C5. Drug 2: CC(C)CN1C=NC2=C1C3=CC=CC=C3N=C2N. Cell line: SK-OV-3. Synergy scores: CSS=1.90, Synergy_ZIP=0.709, Synergy_Bliss=-0.337, Synergy_Loewe=3.16, Synergy_HSA=-1.05. (6) Drug 1: C1C(C(OC1N2C=NC3=C2NC=NCC3O)CO)O. Drug 2: CC1C(C(CC(O1)OC2CC(CC3=C2C(=C4C(=C3O)C(=O)C5=C(C4=O)C(=CC=C5)OC)O)(C(=O)CO)O)N)O.Cl. Cell line: HCT116. Synergy scores: CSS=37.1, Synergy_ZIP=3.28, Synergy_Bliss=1.13, Synergy_Loewe=-25.6, Synergy_HSA=1.30. (7) Drug 1: C1=CC(=CC=C1C#N)C(C2=CC=C(C=C2)C#N)N3C=NC=N3. Drug 2: CCC1(CC2CC(C3=C(CCN(C2)C1)C4=CC=CC=C4N3)(C5=C(C=C6C(=C5)C78CCN9C7C(C=CC9)(C(C(C8N6C=O)(C(=O)OC)O)OC(=O)C)CC)OC)C(=O)OC)O.OS(=O)(=O)O. Cell line: HOP-92. Synergy scores: CSS=21.2, Synergy_ZIP=-5.08, Synergy_Bliss=-3.32, Synergy_Loewe=-26.0, Synergy_HSA=-2.92.